This data is from Full USPTO retrosynthesis dataset with 1.9M reactions from patents (1976-2016). The task is: Predict the reactants needed to synthesize the given product. (1) Given the product [OH:32][CH2:33][CH2:34][NH:35][C:36]1[C:2]2[CH2:8][CH2:7][CH2:6][C:5]3[CH:9]=[C:10]([N:13]4[CH2:17][C@H:16]([CH2:18][NH:19][C:20](=[O:22])[CH3:21])[O:15][C:14]4=[O:23])[CH:11]=[CH:12][C:4]=3[C:3]=2[NH:38][N:37]=1, predict the reactants needed to synthesize it. The reactants are: Br[CH:2]1[CH2:8][CH2:7][CH2:6][C:5]2[CH:9]=[C:10]([N:13]3[CH2:17][C@H:16]([CH2:18][NH:19][C:20](=[O:22])[CH3:21])[O:15][C:14]3=[O:23])[CH:11]=[CH:12][C:4]=2[C:3]1=O.[Si]([O:32][CH2:33][CH2:34][NH:35][C:36](=S)[NH:37][NH2:38])(C(C)(C)C)(C)C. (2) Given the product [C:1]([N:8]1[CH2:12][C@@H:11]([N:13]([C:27](=[O:28])[CH3:26])[CH:14]2[CH2:19][CH2:18][C:17]([CH3:20])([CH3:21])[CH2:16][CH2:15]2)[CH2:10][C@H:9]1[C:22]([O:24][CH3:25])=[O:23])([O:3][C:4]([CH3:7])([CH3:6])[CH3:5])=[O:2], predict the reactants needed to synthesize it. The reactants are: [C:1]([N:8]1[CH2:12][C@@H:11]([NH:13][CH:14]2[CH2:19][CH2:18][C:17]([CH3:21])([CH3:20])[CH2:16][CH2:15]2)[CH2:10][C@H:9]1[C:22]([O:24][CH3:25])=[O:23])([O:3][C:4]([CH3:7])([CH3:6])[CH3:5])=[O:2].[CH3:26][C:27](OC(C)=O)=[O:28]. (3) Given the product [C:56]1([C:47]2[C:46]([C:43]3[CH:42]=[CH:41][C:40]([C:36]4([NH2:35])[CH2:39][CH2:38][CH2:37]4)=[CH:45][CH:44]=3)=[N:55][C:50]3[O:51][CH2:52][CH2:53][NH:54][C:49]=3[CH:48]=2)[CH:61]=[CH:60][CH:59]=[CH:58][CH:57]=1, predict the reactants needed to synthesize it. The reactants are: NC1(C2C=CC(C3C(C4C=CC=CC=4)=CC4C(=O)CCCC=4N=3)=CC=2)CCC1.C(OC(=O)[NH:35][C:36]1([C:40]2[CH:45]=[CH:44][C:43]([C:46]3[C:47]([C:56]4[CH:61]=[CH:60][CH:59]=[CH:58][CH:57]=4)=[CH:48][C:49]4[NH:54][CH2:53][CH2:52][O:51][C:50]=4[N:55]=3)=[CH:42][CH:41]=2)[CH2:39][CH2:38][CH2:37]1)(C)(C)C. (4) Given the product [NH:5]1[C:6]2[C:7](=[CH:16][CH:15]=[CH:19][CH:8]=2)[CH:4]=[CH:3]1, predict the reactants needed to synthesize it. The reactants are: [Li+].C[CH:3]([N-:5][CH:6]([CH3:8])[CH3:7])[CH3:4].COC(C#N)=O.[CH2:15]1[CH2:19]OC[CH2:16]1.